From a dataset of Reaction yield outcomes from USPTO patents with 853,638 reactions. Predict the reaction yield, written as a fraction of the theoretical maximum amount of product (1.0 means a 100% yield; for example, 0.34 means a 34% yield). (1) The product is [C:11]([O:15][C:16]([N:18]1[CH:19]([CH3:33])[CH:20]=[C:21]([C:5]2[CH:6]=[CH:7][C:2]([NH2:1])=[CH:3][CH:4]=2)[CH2:22][CH:23]1[CH3:24])=[O:17])([CH3:14])([CH3:12])[CH3:13]. The reactants are [NH2:1][C:2]1[CH:7]=[CH:6][C:5](B(O)O)=[CH:4][CH:3]=1.[C:11]([O:15][C:16]([N:18]1[C@@H:23]([CH3:24])[CH:22]=[C:21](OS(C(F)(F)F)(=O)=O)[CH2:20][C@@H:19]1[CH3:33])=[O:17])([CH3:14])([CH3:13])[CH3:12]. No catalyst specified. The yield is 0.570. (2) The reactants are [N:1]1[CH:6]=[CH:5][C:4]([C:7]2[CH:11]=[N:10][NH:9][C:8]=2[C:12]2[CH:29]=[CH:28][C:15]([O:16][CH2:17][C:18]3[CH:27]=[CH:26][C:25]4[C:20](=[CH:21][CH:22]=[CH:23][CH:24]=4)[N:19]=3)=[CH:14][CH:13]=2)=[CH:3][CH:2]=1.[CH3:30]NN.S(=O)(=O)(O)O. The catalyst is C(O)C. The product is [CH3:30][N:9]1[C:8]([C:12]2[CH:13]=[CH:14][C:15]([O:16][CH2:17][C:18]3[CH:27]=[CH:26][C:25]4[C:20](=[CH:21][CH:22]=[CH:23][CH:24]=4)[N:19]=3)=[CH:28][CH:29]=2)=[C:7]([C:4]2[CH:3]=[CH:2][N:1]=[CH:6][CH:5]=2)[CH:11]=[N:10]1. The yield is 0.170. (3) The reactants are [Br:1][C:2]1[CH:3]=[C:4]([CH:12]([CH2:16][CH:17]2[CH2:21][CH2:20][CH2:19][CH2:18]2)[C:13]([OH:15])=O)[CH:5]=[CH:6][C:7]=1[S:8]([CH3:11])(=[O:10])=[O:9].C(Cl)(=O)C(Cl)=O.C(N(CC)C(C)C)(C)C.[NH2:37][C:38]1[CH:47]=[CH:46][C:45]2[C:40](=[CH:41][CH:42]=[CH:43][CH:44]=2)[N:39]=1. The catalyst is C(Cl)Cl.CN(C)C=O.O1CCCC1. The product is [Br:1][C:2]1[CH:3]=[C:4]([CH:12]([CH2:16][CH:17]2[CH2:21][CH2:20][CH2:19][CH2:18]2)[C:13]([NH:37][C:38]2[CH:47]=[CH:46][C:45]3[C:40](=[CH:41][CH:42]=[CH:43][CH:44]=3)[N:39]=2)=[O:15])[CH:5]=[CH:6][C:7]=1[S:8]([CH3:11])(=[O:9])=[O:10]. The yield is 0.920. (4) The reactants are [CH3:1][C@@H:2]1[C:13](=[O:14])[O:12][CH2:11][C@@H:10]2[CH2:15][CH2:16][CH2:17][N:9]2[C:8](=[O:18])[C@H:7]([CH2:19][C:20]([O:22]C(C)(C)C)=O)[CH2:6][CH:5]=[CH:4][CH2:3]1.FC(F)(F)C(O)=O.C[C@@H]1C(=O)OC[C@@H]2CCCN2C(=O)[C@H](CC(O)=O)CC=CC1.[Cl:56][C:57]1[CH:62]=[CH:61][C:60]([CH2:63][NH2:64])=[CH:59][CH:58]=1. The catalyst is C(Cl)Cl.CO.C(Cl)Cl. The product is [Cl:56][C:57]1[CH:62]=[CH:61][C:60]([CH2:63][NH:64][C:20](=[O:22])[CH2:19][C@@H:7]2[CH2:6][CH:5]=[CH:4][CH2:3][C@H:2]([CH3:1])[C:13](=[O:14])[O:12][CH2:11][C@@H:10]3[CH2:15][CH2:16][CH2:17][N:9]3[C:8]2=[O:18])=[CH:59][CH:58]=1. The yield is 0.170. (5) The reactants are [CH3:1]N(C(N=NC(N(C)C)=O)=O)C.[CH2:13]([O:15]CC)[CH3:14].O.[O:19]1[CH2:23][CH2:22][CH2:21][CH2:20]1. No catalyst specified. The product is [CH3:14][C:13](=[O:15])[CH2:20][CH2:21][CH2:22][C:23](=[O:19])[CH3:1]. The yield is 0.810. (6) The reactants are [CH2:1]([C:3]1[N:7]([CH3:8])[N:6]=[C:5]([C:9]([OH:11])=O)[CH:4]=1)[CH3:2].[CH3:12][N:13](C=O)C.[C:17](Cl)(=[O:21])C(Cl)=O. The catalyst is ClCCl. The product is [CH3:17][O:21][N:13]([CH3:12])[C:9]([C:5]1[CH:4]=[C:3]([CH2:1][CH3:2])[N:7]([CH3:8])[N:6]=1)=[O:11]. The yield is 0.940.